From a dataset of Reaction yield outcomes from USPTO patents with 853,638 reactions. Predict the reaction yield, written as a fraction of the theoretical maximum amount of product (1.0 means a 100% yield; for example, 0.34 means a 34% yield). (1) The reactants are [O:1]=[C:2]1[CH2:10][C:9]2[C:4](=[CH:5][C:6]([C:11]([OH:13])=O)=[CH:7][CH:8]=2)[NH:3]1.[CH2:14]1[C@H:23]2[C@H:18]([CH2:19][CH2:20][C:21]3[CH:27]=[CH:26][CH:25]=[CH:24][C:22]=32)[NH:17][CH2:16][CH2:15]1.F[P-](F)(F)(F)(F)F.N1(OC(N(C)C)=[N+](C)C)C2N=CC=CC=2N=N1. No catalyst specified. The product is [CH2:14]1[C@H:23]2[C@H:18]([CH2:19][CH2:20][C:21]3[CH:27]=[CH:26][CH:25]=[CH:24][C:22]=32)[N:17]([C:11]([C:6]2[CH:5]=[C:4]3[C:9]([CH2:10][C:2](=[O:1])[NH:3]3)=[CH:8][CH:7]=2)=[O:13])[CH2:16][CH2:15]1. The yield is 0.120. (2) The product is [C:9]([O:13][CH2:14][CH2:15][O:16][CH2:17][CH2:18][O:19][C:29]([F:33])=[C:30]([F:32])[F:31])([CH3:12])([CH3:11])[CH3:10]. The reactants are [H-].[Na+].C(COC)OC.[C:9]([O:13][CH2:14][CH2:15][O:16][CH2:17][CH2:18][OH:19])([CH3:12])([CH3:11])[CH3:10].C(OCCOCCO[C:29]([F:33])=[C:30]([F:32])[F:31])C. The catalyst is CCCCC.C1OCCOCCOCCOCCOCCOC1. The yield is 0.630.